This data is from Rat liver microsome stability data. The task is: Regression/Classification. Given a drug SMILES string, predict its absorption, distribution, metabolism, or excretion properties. Task type varies by dataset: regression for continuous measurements (e.g., permeability, clearance, half-life) or binary classification for categorical outcomes (e.g., BBB penetration, CYP inhibition). Dataset: rlm. (1) The drug is O=C(Cc1ccc(Cl)c(Cl)c1)Nc1ccc(S(=O)(=O)Nc2ccccc2)cc1. The result is 1 (stable in rat liver microsomes). (2) The drug is CN1CCN(CCn2ccc3c(N4CCOCC4)nc(-c4ccc(NC(=O)Nc5ccncc5)cc4)nc32)CC1. The result is 1 (stable in rat liver microsomes). (3) The drug is c1ccc(Nc2cc3c(cn2)CN(Cc2c[nH]c4ccccc24)CCN3)cc1. The result is 1 (stable in rat liver microsomes).